Dataset: Forward reaction prediction with 1.9M reactions from USPTO patents (1976-2016). Task: Predict the product of the given reaction. (1) The product is: [OH:22][CH:20]([C:10]1[O:11][C:7]2[CH:6]=[CH:5][CH:4]=[C:3]([O:2][CH3:1])[C:8]=2[N:9]=1)[CH3:21]. Given the reactants [CH3:1][O:2][C:3]1[C:8]2[N:9]=[CH:10][O:11][C:7]=2[CH:6]=[CH:5][CH:4]=1.C([Li])CCC.[Br-].[Mg+2].[Br-].[CH:20](=[O:22])[CH3:21], predict the reaction product. (2) Given the reactants [C:1]([C:3]1[CH:4]=[CH:5][C:6]([O:31][C:32]2[CH:37]=[C:36]([Cl:38])[CH:35]=[C:34]([Cl:39])[CH:33]=2)=[C:7]([S:9]([N:12]2[CH2:17][CH2:16][N:15](C(OC(C)(C)C)=O)[CH2:14][CH:13]2[CH2:25][N:26]2[CH:30]=[N:29][CH:28]=[N:27]2)(=[O:11])=[O:10])[CH:8]=1)#[N:2].Cl, predict the reaction product. The product is: [ClH:38].[Cl:39][C:34]1[CH:33]=[C:32]([CH:37]=[C:36]([Cl:38])[CH:35]=1)[O:31][C:6]1[CH:5]=[CH:4][C:3]([C:1]#[N:2])=[CH:8][C:7]=1[S:9]([N:12]1[CH2:17][CH2:16][NH:15][CH2:14][CH:13]1[CH2:25][N:26]1[CH:30]=[N:29][CH:28]=[N:27]1)(=[O:11])=[O:10].